This data is from Forward reaction prediction with 1.9M reactions from USPTO patents (1976-2016). The task is: Predict the product of the given reaction. Given the reactants [C:1]1([OH:7])[CH:6]=[CH:5][CH:4]=[CH:3][CH:2]=1.Br[C:9]1[CH:10]=[CH:11][C:12]2[O:16][C:15](=[O:17])[N:14]([CH2:18][C:19]([N:21]([CH3:28])[C:22]3[CH:27]=[CH:26][CH:25]=[CH:24][CH:23]=3)=[O:20])[C:13]=2[CH:29]=1.C(=O)([O-])[O-].[K+].[K+], predict the reaction product. The product is: [CH3:28][N:21]([C:22]1[CH:27]=[CH:26][CH:25]=[CH:24][CH:23]=1)[C:19](=[O:20])[CH2:18][N:14]1[C:13]2[CH:29]=[C:9]([O:7][C:1]3[CH:6]=[CH:5][CH:4]=[CH:3][CH:2]=3)[CH:10]=[CH:11][C:12]=2[O:16][C:15]1=[O:17].